From a dataset of CYP3A4 inhibition data for predicting drug metabolism from PubChem BioAssay. Regression/Classification. Given a drug SMILES string, predict its absorption, distribution, metabolism, or excretion properties. Task type varies by dataset: regression for continuous measurements (e.g., permeability, clearance, half-life) or binary classification for categorical outcomes (e.g., BBB penetration, CYP inhibition). Dataset: cyp3a4_veith. (1) The compound is CS(=O)(=O)c1ccc(CNC(=O)[C@@H]2C[C@H]2[C@@H](NP(=O)(c2ccccc2)c2ccccc2)c2ccccc2)cc1. The result is 1 (inhibitor). (2) The drug is NC(=S)Nc1cc2ccccc2c2ccccc12. The result is 1 (inhibitor).